This data is from Forward reaction prediction with 1.9M reactions from USPTO patents (1976-2016). The task is: Predict the product of the given reaction. Given the reactants [Na].[Br:2][C:3]1[CH:8]=[CH:7][N:6]=[C:5]([C:9]([C:12]2[CH:17]=[CH:16][C:15]([OH:18])=[CH:14][CH:13]=2)([CH3:11])[CH3:10])[CH:4]=1.Cl.[CH3:20][N:21]([CH3:26])[CH2:22][CH2:23][CH2:24]Cl, predict the reaction product. The product is: [Br:2][C:3]1[CH:8]=[CH:7][N:6]=[C:5]([C:9]([C:12]2[CH:13]=[CH:14][C:15]([O:18][CH2:24][CH2:23][CH2:22][N:21]([CH3:26])[CH3:20])=[CH:16][CH:17]=2)([CH3:10])[CH3:11])[CH:4]=1.